From a dataset of TCR-epitope binding with 47,182 pairs between 192 epitopes and 23,139 TCRs. Binary Classification. Given a T-cell receptor sequence (or CDR3 region) and an epitope sequence, predict whether binding occurs between them. (1) Result: 0 (the TCR does not bind to the epitope). The epitope is VLQAVGACV. The TCR CDR3 sequence is CASSQDRPEKLFF. (2) The epitope is DPFRLLQNSQVFS. The TCR CDR3 sequence is CASSHSGYEQFF. Result: 0 (the TCR does not bind to the epitope). (3) The epitope is IVTDFSVIK. The TCR CDR3 sequence is CASSSLQSEPQHF. Result: 1 (the TCR binds to the epitope). (4) The epitope is GILGFVFTL. The TCR CDR3 sequence is CAISDSPNTGELFF. Result: 1 (the TCR binds to the epitope). (5) The epitope is YEGNSPFHPL. The TCR CDR3 sequence is CASSTGNYGYTF. Result: 0 (the TCR does not bind to the epitope). (6) The epitope is IVTDFSVIK. The TCR CDR3 sequence is CASSWAGPHTEAFF. Result: 1 (the TCR binds to the epitope). (7) The epitope is GLIYNRMGAVTTEV. The TCR CDR3 sequence is CASSHDWGGTQYF. Result: 1 (the TCR binds to the epitope).